This data is from CYP2C19 inhibition data for predicting drug metabolism from PubChem BioAssay. The task is: Regression/Classification. Given a drug SMILES string, predict its absorption, distribution, metabolism, or excretion properties. Task type varies by dataset: regression for continuous measurements (e.g., permeability, clearance, half-life) or binary classification for categorical outcomes (e.g., BBB penetration, CYP inhibition). Dataset: cyp2c19_veith. (1) The drug is NC(=O)OCC(COC(N)=O)c1ccccc1. The result is 0 (non-inhibitor). (2) The compound is Cn1c(=O)n(C)c2cc(/C=C(/C#N)c3ccc(Cl)cc3)ccc21. The result is 1 (inhibitor).